From a dataset of TCR-epitope binding with 47,182 pairs between 192 epitopes and 23,139 TCRs. Binary Classification. Given a T-cell receptor sequence (or CDR3 region) and an epitope sequence, predict whether binding occurs between them. (1) The epitope is RLQSLQTYV. The TCR CDR3 sequence is CASSQPEKTGFSTDTQYF. Result: 0 (the TCR does not bind to the epitope). (2) The TCR CDR3 sequence is CASSQVAGGPYEQYF. Result: 1 (the TCR binds to the epitope). The epitope is SEETGTLIV.